This data is from Reaction yield outcomes from USPTO patents with 853,638 reactions. The task is: Predict the reaction yield, written as a fraction of the theoretical maximum amount of product (1.0 means a 100% yield; for example, 0.34 means a 34% yield). (1) The catalyst is CO.[Pd]. The reactants are [N:1]([CH:4]([C:10]1[N:11]([CH2:15][C:16]2[CH:21]=[CH:20][CH:19]=[CH:18][CH:17]=2)[CH:12]=[CH:13][N:14]=1)[CH:5]([CH2:8][CH3:9])[CH2:6][CH3:7])=[N+]=[N-]. The yield is 0.840. The product is [CH2:15]([N:11]1[CH:12]=[CH:13][N:14]=[C:10]1[CH:4]([NH2:1])[CH:5]([CH2:8][CH3:9])[CH2:6][CH3:7])[C:16]1[CH:17]=[CH:18][CH:19]=[CH:20][CH:21]=1. (2) The reactants are [Cl:1][C:2]1[CH:3]=[N:4][CH:5]=[C:6]([C:8]#[C:9][Si](C)(C)C)[CH:7]=1.C(=O)([O-])[O-].[K+].[K+]. The catalyst is CO. The product is [Cl:1][C:2]1[CH:3]=[N:4][CH:5]=[C:6]([C:8]#[CH:9])[CH:7]=1. The yield is 0.900. (3) The reactants are [F:1][C:2]1[CH:7]=[CH:6][C:5](B(O)O)=[CH:4][CH:3]=1.[NH2:11][C:12]1[N:13]=[C:14]([N:23]2[CH2:28][CH2:27][N:26]([C:29](=[O:32])[CH2:30][OH:31])[CH2:25][CH2:24]2)[C:15]2[N:21]=[C:20](Cl)[CH:19]=[CH:18][C:16]=2[N:17]=1. The catalyst is CO.ClCCl. The product is [NH2:11][C:12]1[N:13]=[C:14]([N:23]2[CH2:28][CH2:27][N:26]([C:29](=[O:32])[CH2:30][OH:31])[CH2:25][CH2:24]2)[C:15]2[N:21]=[C:20]([C:5]3[CH:6]=[CH:7][C:2]([F:1])=[CH:3][CH:4]=3)[CH:19]=[CH:18][C:16]=2[N:17]=1. The yield is 0.670. (4) The reactants are [Br:1][C:2]1[CH:6]=[N:5][N:4]([CH3:7])[C:3]=1[C:8]1[CH:9]=[C:10]([NH2:16])[CH:11]=[CH:12][C:13]=1[O:14][CH3:15].[F:17][C:18]1[CH:19]=[C:20]([N:25]=[C:26]=[O:27])[CH:21]=[CH:22][C:23]=1[F:24]. The catalyst is C(Cl)Cl. The product is [Br:1][C:2]1[CH:6]=[N:5][N:4]([CH3:7])[C:3]=1[C:8]1[CH:9]=[C:10]([NH:16][C:26]([NH:25][C:20]2[CH:21]=[CH:22][C:23]([F:24])=[C:18]([F:17])[CH:19]=2)=[O:27])[CH:11]=[CH:12][C:13]=1[O:14][CH3:15]. The yield is 0.380. (5) The reactants are [CH3:1][O:2][C:3]1[C:8]([O:9][CH3:10])=[C:7]([O:11][CH3:12])[CH:6]=[CH:5][C:4]=1[C:13]([C:15]1[CH:20]=[C:19]([O:21][CH3:22])[C:18]([O:23][CH3:24])=[C:17]([O:25][CH3:26])[CH:16]=1)=O.C(OP([CH2:35][C:36]#[N:37])(=O)OCC)C.C[Si]([N-][Si](C)(C)C)(C)C.[Li+].O1C2C=CC(C(C3C=C(OC)C=C(OC)C=3)=CC#N)=CC=2OCC1. The catalyst is C1COCC1. The product is [CH3:1][O:2][C:3]1[C:8]([O:9][CH3:10])=[C:7]([O:11][CH3:12])[CH:6]=[CH:5][C:4]=1[C:13]([C:15]1[CH:20]=[C:19]([O:21][CH3:22])[C:18]([O:23][CH3:24])=[C:17]([O:25][CH3:26])[CH:16]=1)=[CH:35][C:36]#[N:37]. The yield is 0.760.